This data is from Cav3 T-type calcium channel HTS with 100,875 compounds. The task is: Binary Classification. Given a drug SMILES string, predict its activity (active/inactive) in a high-throughput screening assay against a specified biological target. (1) The result is 0 (inactive). The compound is Clc1cc(NC(=O)Cn2c(=O)c(N3CCCCC3)c(n(c2=O)C)N)ccc1Cl. (2) The compound is O(c1cc(C(NC(=O)c2occc2)CC(O)=O)ccc1OC)C. The result is 0 (inactive). (3) The compound is O=c1n(c(=O)n(c2nc(n(c12)CC(C)=C)NCC=C)C)C. The result is 0 (inactive). (4) The molecule is S(=O)(=O)(N1CCOCC1)c1cc(c2n(CC=C)c(SCC(=O)Nc3ccccc3)nn2)ccc1. The result is 0 (inactive). (5) The molecule is S1CCC(NC(=O)c2ccc(Oc3cc(ccc3)C(F)(F)F)nc2)C1=O. The result is 0 (inactive). (6) The result is 0 (inactive). The drug is S(c1n(nnn1)c1ccccc1)CC(OC)=O. (7) The drug is O(CC(=O)Nc1ccc(N2CCCC2)cc1)c1cc(c(cc1)C)C. The result is 0 (inactive).